Predict the reactants needed to synthesize the given product. From a dataset of Full USPTO retrosynthesis dataset with 1.9M reactions from patents (1976-2016). (1) Given the product [NH:13]1[C:12]2[CH:14]=[CH:15][CH:16]=[CH:17][C:11]=2[N:10]=[C:9]1[C:5]1[C:4]([NH2:1])=[CH:8][NH:7][N:6]=1, predict the reactants needed to synthesize it. The reactants are: [N+:1]([C:4]1[C:5]([C:9]2[NH:13][C:12]3[CH:14]=[CH:15][CH:16]=[CH:17][C:11]=3[N:10]=2)=[N:6][NH:7][CH:8]=1)([O-])=O.[H][H]. (2) The reactants are: [CH:1](NC(C)C)(C)C.C([Li])CCC.[CH3:13][O:14][C:15](=[O:27])[C:16](C)([C:19]1[CH:24]=[CH:23][C:22]([Br:25])=[CH:21][CH:20]=1)[CH2:17][CH3:18].Br[CH2:29][CH2:30][CH2:31][Br:32]. Given the product [CH3:13][O:14][C:15](=[O:27])[C:16]([C:19]1[CH:20]=[CH:21][C:22]([Br:25])=[CH:23][CH:24]=1)([CH:17]([CH3:18])[CH3:1])[CH2:29][CH2:30][CH2:31][Br:32], predict the reactants needed to synthesize it.